From a dataset of Forward reaction prediction with 1.9M reactions from USPTO patents (1976-2016). Predict the product of the given reaction. (1) Given the reactants [CH3:1][C:2]1[CH:7]=[CH:6][C:5](I)=[CH:4][C:3]=1[CH2:9][NH:10][C:11](=[O:14])[O:12][CH3:13].[Cu][C:16]#[N:17], predict the reaction product. The product is: [C:16]([C:5]1[CH:6]=[CH:7][C:2]([CH3:1])=[C:3]([CH2:9][NH:10][C:11](=[O:14])[O:12][CH3:13])[CH:4]=1)#[N:17]. (2) Given the reactants Br.Br[CH2:3][C:4]([C:6]1[CH:11]=[CH:10][C:9]([CH2:12][CH3:13])=[CH:8][N:7]=1)=[O:5].[CH2:14]([O:16][C:17](=[O:30])[C@@H:18]([O:27][CH2:28][CH3:29])[CH2:19][C:20]1[CH:25]=[CH:24][C:23]([OH:26])=[CH:22][CH:21]=1)[CH3:15].CN(C)C=O.C(=O)([O-])[O-].[Cs+].[Cs+], predict the reaction product. The product is: [CH2:28]([O:27][C@@H:18]([CH2:19][C:20]1[CH:21]=[CH:22][C:23]([O:26][CH2:3][C:4]([C:6]2[CH:11]=[CH:10][C:9]([CH2:12][CH3:13])=[CH:8][N:7]=2)=[O:5])=[CH:24][CH:25]=1)[C:17]([O:16][CH2:14][CH3:15])=[O:30])[CH3:29]. (3) Given the reactants [C:1]([O:5][C:6](=[O:45])[CH2:7][N:8](C(OC(C)(C)C)=O)[C:9]1[CH:14]=[CH:13][CH:12]=[C:11]([CH:15]([S:29]([C:32]2[CH:37]=[CH:36][CH:35]=[CH:34][N:33]=2)(=[O:31])=[O:30])[NH:16][CH2:17][C:18]2[CH:23]=[CH:22][C:21]([C:24]3[S:25][CH:26]=[CH:27][N:28]=3)=[CH:20][CH:19]=2)[N:10]=1)(C)([CH3:3])[CH3:2].Cl.C(=O)([O-])O.[Na+], predict the reaction product. The product is: [CH:1]([O:5][C:6](=[O:45])[CH2:7][NH:8][C:9]1[CH:14]=[CH:13][CH:12]=[C:11]([CH:15]([S:29]([C:32]2[CH:37]=[CH:36][CH:35]=[CH:34][N:33]=2)(=[O:31])=[O:30])[NH:16][CH2:17][C:18]2[CH:19]=[CH:20][C:21]([C:24]3[S:25][CH:26]=[CH:27][N:28]=3)=[CH:22][CH:23]=2)[N:10]=1)([CH3:3])[CH3:2]. (4) Given the reactants [F:1][C:2]([F:29])([F:28])[C:3]1[CH:4]=[C:5]([NH:13][C:14]([N:16]2[CH2:21][CH2:20][N:19]([C:22]3[C:26](Cl)=[N:25][S:24][N:23]=3)[CH2:18][CH2:17]2)=[O:15])[CH:6]=[C:7]([C:9]([F:12])([F:11])[F:10])[CH:8]=1.CC(C)([O-])C.[K+].C(O)(C)(C)C.[Cl:41][C:42]1[CH:47]=[C:46]([CH2:48][OH:49])[CH:45]=[CH:44][N:43]=1, predict the reaction product. The product is: [F:28][C:2]([F:1])([F:29])[C:3]1[CH:4]=[C:5]([NH:13][C:14]([N:16]2[CH2:21][CH2:20][N:19]([C:22]3[C:26]([O:49][CH2:48][C:46]4[CH:45]=[CH:44][N:43]=[C:42]([Cl:41])[CH:47]=4)=[N:25][S:24][N:23]=3)[CH2:18][CH2:17]2)=[O:15])[CH:6]=[C:7]([C:9]([F:12])([F:10])[F:11])[CH:8]=1. (5) Given the reactants [H-].[Na+].[OH:3][CH2:4][C:5]1[CH:6]=[C:7]([CH:11]=[C:12]([S:14]([F:19])([F:18])([F:17])([F:16])[F:15])[CH:13]=1)[C:8]([OH:10])=[O:9].[CH3:20][O:21][CH2:22][CH2:23]Br.CO, predict the reaction product. The product is: [OH:3][CH2:4][C:5]1[CH:6]=[C:7]([CH:11]=[C:12]([S:14]([F:19])([F:15])([F:16])([F:17])[F:18])[CH:13]=1)[C:8]([O:10][CH2:23][CH2:22][O:21][CH3:20])=[O:9]. (6) Given the reactants C(OC([N:8]1[CH2:13][CH2:12][N:11]([C:14](=[O:35])[C:15]2[CH:20]=[CH:19][C:18]([O:21][CH2:22][CH2:23][CH2:24][N:25]3[CH2:30][CH2:29][CH2:28][CH2:27][CH2:26]3)=[CH:17][C:16]=2[C:31]([F:34])([F:33])[F:32])[CH2:10][CH2:9]1)=O)(C)(C)C.[ClH:36], predict the reaction product. The product is: [ClH:36].[ClH:36].[N:25]1([CH2:24][CH2:23][CH2:22][O:21][C:18]2[CH:19]=[CH:20][C:15]([C:14]([N:11]3[CH2:12][CH2:13][NH:8][CH2:9][CH2:10]3)=[O:35])=[C:16]([C:31]([F:34])([F:33])[F:32])[CH:17]=2)[CH2:30][CH2:29][CH2:28][CH2:27][CH2:26]1.